Task: Predict which catalyst facilitates the given reaction.. Dataset: Catalyst prediction with 721,799 reactions and 888 catalyst types from USPTO Product: [F:17][C:13]1[CH:12]=[C:11]2[C:16](=[CH:15][CH:14]=1)[NH:8][C:9]([C:18]1[N:23]=[C:22]([NH:24][C:25]3[CH:33]=[CH:32][C:28]([C:29]([N:36]4[CH2:39][CH:38]([NH:40][C:41](=[O:47])[O:42][C:43]([CH3:45])([CH3:44])[CH3:46])[CH2:37]4)=[O:30])=[CH:27][C:26]=3[O:34][CH3:35])[CH:21]=[N:20][CH:19]=1)=[CH:10]2. The catalyst class is: 3. Reactant: C(OC([N:8]1[C:16]2[C:11](=[CH:12][C:13]([F:17])=[CH:14][CH:15]=2)[CH:10]=[C:9]1[C:18]1[N:23]=[C:22]([NH:24][C:25]2[CH:33]=[CH:32][C:28]([C:29](O)=[O:30])=[CH:27][C:26]=2[O:34][CH3:35])[CH:21]=[N:20][CH:19]=1)=O)(C)(C)C.[NH:36]1[CH2:39][CH:38]([NH:40][C:41](=[O:47])[O:42][C:43]([CH3:46])([CH3:45])[CH3:44])[CH2:37]1.CN(C(ON1N=NC2C=CC=CC1=2)=[N+](C)C)C.[B-](F)(F)(F)F.